Dataset: Forward reaction prediction with 1.9M reactions from USPTO patents (1976-2016). Task: Predict the product of the given reaction. (1) Given the reactants [NH2:1][C:2]1[N:6]=[CH:5][NH:4][N:3]=1.[CH3:7][C:8]([N+:15]#[C-:16])([CH3:14])[CH2:9][C:10]([CH3:13])([CH3:12])[CH3:11].[Br:17][C:18]1[CH:25]=[CH:24][CH:23]=[CH:22][C:19]=1[CH:20]=O, predict the reaction product. The product is: [Br:17][C:18]1[CH:25]=[CH:24][CH:23]=[CH:22][C:19]=1[C:20]1[N:1]=[C:2]2[N:6]=[CH:5][NH:4][N:3]2[C:16]=1[NH:15][C:8]([CH3:14])([CH3:7])[CH2:9][C:10]([CH3:13])([CH3:12])[CH3:11]. (2) Given the reactants [CH:1]1[C:13]2[CH:12]([C:14]([OH:16])=[O:15])[C:11]3[C:6](=[CH:7][CH:8]=[CH:9][CH:10]=3)[C:5]=2[CH:4]=[CH:3][CH:2]=1.C([Li])CCC.[CH2:22]=[O:23].O, predict the reaction product. The product is: [OH:23][CH2:22][C:12]1([C:14]([OH:16])=[O:15])[C:13]2[CH:1]=[CH:2][CH:3]=[CH:4][C:5]=2[C:6]2[C:11]1=[CH:10][CH:9]=[CH:8][CH:7]=2.